This data is from Peptide-MHC class II binding affinity with 134,281 pairs from IEDB. The task is: Regression. Given a peptide amino acid sequence and an MHC pseudo amino acid sequence, predict their binding affinity value. This is MHC class II binding data. The peptide sequence is GSCWAFSGVAATESA. The MHC is HLA-DPA10201-DPB11401 with pseudo-sequence HLA-DPA10201-DPB11401. The binding affinity (normalized) is 0.119.